From a dataset of Forward reaction prediction with 1.9M reactions from USPTO patents (1976-2016). Predict the product of the given reaction. (1) Given the reactants I[C:2]1[N:3]=[CH:4][N:5]([C:7]2[N:12]=[C:11]([C:13]([F:16])([F:15])[F:14])[CH:10]=[C:9]([C:17]3[CH:22]=[CH:21][C:20]([C:23]([F:26])([F:25])[F:24])=[CH:19][CH:18]=3)[N:8]=2)[CH:6]=1.[C:27]([NH:31][S:32]([C:35]1[CH:36]=[C:37](B(O)O)[CH:38]=[CH:39][CH:40]=1)(=[O:34])=[O:33])([CH3:30])([CH3:29])[CH3:28], predict the reaction product. The product is: [C:27]([NH:31][S:32]([C:35]1[CH:36]=[CH:37][CH:38]=[C:39]([C:2]2[N:3]=[CH:4][N:5]([C:7]3[N:12]=[C:11]([C:13]([F:16])([F:15])[F:14])[CH:10]=[C:9]([C:17]4[CH:22]=[CH:21][C:20]([C:23]([F:24])([F:25])[F:26])=[CH:19][CH:18]=4)[N:8]=3)[CH:6]=2)[CH:40]=1)(=[O:34])=[O:33])([CH3:30])([CH3:28])[CH3:29]. (2) The product is: [NH2:1][CH2:2][C@@H:3]1[C@H:8]([CH3:9])[CH2:7][CH2:6][CH2:5][N:4]1[C:30]([C:29]1[CH:33]=[CH:34][C:26]([CH3:25])=[CH:27][C:28]=1[N:35]1[N:39]=[CH:38][CH:37]=[N:36]1)=[O:32]. Given the reactants [NH2:1][CH2:2][C@@H:3]1[C@H:8]([CH3:9])[CH2:7][CH2:6][CH2:5][N:4]1C(C1C=C(C)C=CC=1C1C=NN(C)C=1)=O.[CH3:25][C:26]1[CH:34]=[CH:33][C:29]([C:30]([OH:32])=O)=[C:28]([N:35]2[N:39]=[CH:38][CH:37]=[N:36]2)[CH:27]=1, predict the reaction product. (3) Given the reactants F[C:2]1[CH:7]=[CH:6][C:5]([N+:8]([O-:10])=[O:9])=[CH:4][CH:3]=1.Br.Br.[C:13]([N:17]1[CH2:22][CH2:21][NH:20][CH2:19][CH2:18]1)([CH3:16])([CH3:15])[CH3:14].C(N(CC)CC)C, predict the reaction product. The product is: [C:13]([N:17]1[CH2:22][CH2:21][N:20]([C:2]2[CH:7]=[CH:6][C:5]([N+:8]([O-:10])=[O:9])=[CH:4][CH:3]=2)[CH2:19][CH2:18]1)([CH3:16])([CH3:15])[CH3:14]. (4) The product is: [Cl:3][CH2:26][CH2:25][O:24][CH2:23][CH2:22][O:21][CH2:20][CH2:19][O:18][CH2:17][CH2:16][O:15][CH2:14][CH2:13][O:12][CH2:11][CH2:10][O:9][CH2:8][CH2:7][O:6][CH3:5]. Given the reactants O=S(Cl)[Cl:3].[CH3:5][O:6][CH2:7][CH2:8][O:9][CH2:10][CH2:11][O:12][CH2:13][CH2:14][O:15][CH2:16][CH2:17][O:18][CH2:19][CH2:20][O:21][CH2:22][CH2:23][O:24][CH2:25][CH2:26]O.N1C=CC=CC=1, predict the reaction product. (5) Given the reactants [Cl:1][C:2]1[CH:3]=[C:4]([CH:8]=[CH:9][C:10]=1[O:11][CH:12]([F:14])[F:13])[C:5](Cl)=[O:6].O[NH:16][C:17](=[NH:37])[C:18]1[CH:27]=[CH:26][CH:25]=[C:24]2[C:19]=1[CH:20]=[CH:21][N:22]=[C:23]2[CH2:28][CH2:29][C:30]([O:32][C:33]([CH3:36])([CH3:35])[CH3:34])=[O:31].C(N(CC)CC)C, predict the reaction product. The product is: [Cl:1][C:2]1[CH:3]=[C:4]([C:5]2[O:6][N:16]=[C:17]([C:18]3[CH:27]=[CH:26][CH:25]=[C:24]4[C:19]=3[CH:20]=[CH:21][N:22]=[C:23]4[CH2:28][CH2:29][C:30]([O:32][C:33]([CH3:36])([CH3:35])[CH3:34])=[O:31])[N:37]=2)[CH:8]=[CH:9][C:10]=1[O:11][CH:12]([F:14])[F:13]. (6) Given the reactants [C:1]1([CH2:7][CH2:8][CH2:9][NH:10][CH2:11][CH2:12][NH2:13])[CH:6]=[CH:5][CH:4]=[CH:3][CH:2]=1.[CH3:14][C:15]1([CH3:22])[C@@H:20]([OH:21])[C:18](=[O:19])[O:17][CH2:16]1, predict the reaction product. The product is: [OH:21][C@H:20]([C:15]([CH3:22])([CH3:14])[CH2:16][OH:17])[C:18]([NH:13][CH2:12][CH2:11][NH:10][CH2:9][CH2:8][CH2:7][C:1]1[CH:6]=[CH:5][CH:4]=[CH:3][CH:2]=1)=[O:19]. (7) The product is: [F:1][C:2]1[C:3]([CH2:23][C:17](=[CH2:16])[C:18]([O:20][CH2:21][CH3:22])=[O:19])=[C:4]([N+:10]([O-:12])=[O:11])[C:5]([O:8][CH3:9])=[CH:6][CH:7]=1. Given the reactants [F:1][C:2]1[CH:7]=[CH:6][C:5]([O:8][CH3:9])=[C:4]([N+:10]([O-:12])=[O:11])[CH:3]=1.[Li+].[Cl-].Br[CH2:16][C:17](=[CH2:23])[C:18]([O:20][CH2:21][CH3:22])=[O:19].C([Cu])#N, predict the reaction product. (8) Given the reactants [CH3:1][C@@H:2]1[NH:23][C:22](=[O:24])[C@H:21]([CH3:25])[N:20]([CH3:26])[C:19](=[O:27])[C@H:18]2[N:14]([CH2:15][CH2:16][CH2:17]2)[C:13](=[O:28])[C@@H:12]([NH:29]C(=O)OCC2C=CC=CC=2)[CH2:11][O:10][C:9](=[O:40])[C@H:8]2[N:4]([CH2:5][CH2:6][CH2:7]2)[C:3]1=[O:41].[ClH:42], predict the reaction product. The product is: [Cl-:42].[CH3:1][C@@H:2]1[NH:23][C:22](=[O:24])[C@H:21]([CH3:25])[N:20]([CH3:26])[C:19](=[O:27])[C@H:18]2[N:14]([CH2:15][CH2:16][CH2:17]2)[C:13](=[O:28])[C@@H:12]([NH3+:29])[CH2:11][O:10][C:9](=[O:40])[C@H:8]2[N:4]([CH2:5][CH2:6][CH2:7]2)[C:3]1=[O:41]. (9) Given the reactants [CH2:1]([O:8][C:9]1[C:14]([OH:15])=[CH:13][CH:12]=[C:11]([Cl:16])[C:10]=1[C:17]1[CH:22]=[CH:21][CH:20]=[CH:19][C:18]=1Cl)[C:2]1[CH:7]=[CH:6][CH:5]=[CH:4][CH:3]=1.[CH2:24](OC1C(C=O)=CC=C(Cl)C=1C1C=CC=CC=1C)C1C=CC=CC=1, predict the reaction product. The product is: [CH2:1]([O:8][C:9]1[C:14]([OH:15])=[CH:13][CH:12]=[C:11]([Cl:16])[C:10]=1[C:17]1[CH:22]=[CH:21][CH:20]=[CH:19][C:18]=1[CH3:24])[C:2]1[CH:7]=[CH:6][CH:5]=[CH:4][CH:3]=1. (10) Given the reactants CC(OC([NH:8][C@@H:9]([C:13]([OH:15])=[O:14])[CH:10]1[CH2:12][CH2:11]1)=O)(C)C.S(Cl)(Cl)=O.[CH3:20]O, predict the reaction product. The product is: [CH3:20][O:15][C:13](=[O:14])[C@H:9]([NH2:8])[CH:10]1[CH2:11][CH2:12]1.